From a dataset of CYP2D6 inhibition data for predicting drug metabolism from PubChem BioAssay. Regression/Classification. Given a drug SMILES string, predict its absorption, distribution, metabolism, or excretion properties. Task type varies by dataset: regression for continuous measurements (e.g., permeability, clearance, half-life) or binary classification for categorical outcomes (e.g., BBB penetration, CYP inhibition). Dataset: cyp2d6_veith. (1) The molecule is CC(C)(C)CC(C)(C)c1cc(O)c(O)c(CN2CCCCC2)c1. The result is 0 (non-inhibitor). (2) The result is 1 (inhibitor). The drug is CCc1cc(Cl)c(OC)c(C(=O)NC[C@@H]2CCCN2CC)c1O. (3) The result is 0 (non-inhibitor). The molecule is CNc1ncnc2ccc(-c3ccccc3C#N)cc12. (4) The compound is Cc1cccc(NC(=S)NC2CC3CCC(C2)N3Cc2ccco2)c1C. The result is 0 (non-inhibitor). (5) The drug is CCOC(=O)CSc1nnc(Cc2cc(=O)[nH]c(=O)[nH]2)n1-c1cccc(OC)c1. The result is 0 (non-inhibitor).